Dataset: Full USPTO retrosynthesis dataset with 1.9M reactions from patents (1976-2016). Task: Predict the reactants needed to synthesize the given product. Given the product [ClH:1].[Cl:1][C:2]1[CH:3]=[C:4]([S:8][C:9]2[C:13]3[CH:14]=[CH:15][CH:16]=[CH:17][C:12]=3[S:11][C:10]=2[NH2:18])[CH:5]=[CH:6][CH:7]=1, predict the reactants needed to synthesize it. The reactants are: [Cl:1][C:2]1[CH:3]=[C:4]([S:8][C:9]2[C:13]3[CH:14]=[CH:15][CH:16]=[CH:17][C:12]=3[S:11][C:10]=2[NH2:18])[CH:5]=[CH:6][CH:7]=1.